This data is from Experimentally validated miRNA-target interactions with 360,000+ pairs, plus equal number of negative samples. The task is: Binary Classification. Given a miRNA mature sequence and a target amino acid sequence, predict their likelihood of interaction. (1) The miRNA is hsa-miR-19a-3p with sequence UGUGCAAAUCUAUGCAAAACUGA. The protein sequence of the target gene is MVTHSKFPAAGMSRPLDTSLRLKTFSSKSEYQLVVNAVRKLQESGFYWSAVTGGEANLLLSAEPAGTFLIRDSSDQRHFFTLSVKTQSGTKNLRIQCEGGSFSLQSDPRSTQPVPRFDCVLKLVHHYMPPPGAPSFPSPPTEPSSEVPEQPSAQPLPGSPPRRAYYIYSGGEKIPLVLSRPLSSNVATLQHLCRKTVNGHLDSYEKVTQLPGPIREFLDQYDAPL. Result: 1 (interaction). (2) Result: 0 (no interaction). The miRNA is hsa-miR-4269 with sequence GCAGGCACAGACAGCCCUGGC. The protein sequence of the target gene is MSPEVTCPRRGHLPRFHPRTWVEPVVASSQVAASLYDAGLLLVVKASYGTGGSSNHSASPSPRGALEDQQQRAISNFYIIYNLVVGLSPLLSAYGLGWLSDRYHRKISICMSLLGFLLSRLGLLLKVLLDWPVEVLYGAAALNGLFGGFSAFWSGVMALGSLGSSEGRRSVRLILIDLMLGLAGFCGSMASGHLFKQMAGHSGQGLILTACSVSCASFALLYSLLVLKVPESVAKPSQELPAVDTVSGTVGTYRTLDPDQLDQQYAVGHPPSPGKAKPHKTTIALLFVGAIIYDLAVVGT.... (3) The miRNA is hsa-miR-1539 with sequence UCCUGCGCGUCCCAGAUGCCC. The protein sequence of the target gene is MMLPLQGAQMLQMLEKSLRKSLPASLKVYGTVFHINHGNPFNLKAVVDKWPDFNTVVVCPQEQDMTDDLDHYTNTYQIYSKDPQNCQEFLGSPELINWKQHLQIQSSQPSLNEAIQNLAAIKSFKVKQTQRILYMAAETAKELTPFLLKSKILSPNGGKPKAINQEMFKLSSMDVTHAHLVNKFWHFGGNERSQRFIERCIQTFPTCCLLGPEGTPVCWDLMDQTGEMRMAGTLPEYRLHGLVTYVIYSHAQKLGKLGFPVYSHVDYSNEAMQKMSYTLQHVPIPRSWNQWNCVPL. Result: 1 (interaction). (4) The miRNA is hsa-miR-6737-5p with sequence UUGGGGUGGUCGGCCCUGGAG. The protein sequence of the target gene is MKGSRIELGDVTPHNIKQLKRLNQVIFPVSYNDKFYKDVLEVGELAKLAYFNDIAVGAVCCRVDHSQNQKRLYIMTLGCLAPYRRLGIGTKMLNHVLNICEKDGTFDNIYLHVQISNESAIDFYRKFGFEIIETKKNYYKRIEPADAHVLQKNLKVPSGQNAETQKTDN. Result: 0 (no interaction). (5) The miRNA is hsa-miR-93-5p with sequence CAAAGUGCUGUUCGUGCAGGUAG. The protein sequence of the target gene is MELKKSPDGGWGWVIVFVSFLTQFLCYGSPLAVGVLYIEWLDAFGEGKGKTAWVGSLASGVGLLASPVCSLCVSSFGARPVTIFSGFMVAGGLMLSSFAPNIYFLFFSYGIVVGLGCGLLYTATVTITCQYFDDRRGLALGLISTGSSVGLFIYAALQRMLVEFYGLDGCLLIVGALALNILACGSLMRPLQSSDCPLPKKIAPEDLPDKYSIYNEKGKNLEENINILDKSYSSEEKCRITLANGDWKQDSLLHKNPTVTHTKEPETYKKKVAEQTYFCKQLAKRKWQLYKNYCGETVAL.... Result: 1 (interaction).